Predict the reaction yield, written as a fraction of the theoretical maximum amount of product (1.0 means a 100% yield; for example, 0.34 means a 34% yield). From a dataset of Reaction yield outcomes from USPTO patents with 853,638 reactions. (1) The reactants are [N:1]1[CH:6]=[CH:5][CH:4]=[C:3]([NH:7][C:8](=[O:15])OCC(Cl)(Cl)Cl)[N:2]=1.[F:16][C:17]1[CH:22]=[C:21]([F:23])[CH:20]=[CH:19][C:18]=1[C:24]1[CH:25]=[C:26]([N:30]2[CH2:35][CH2:34][NH:33][CH2:32][CH2:31]2)[CH:27]=[N:28][CH:29]=1. The catalyst is C(OCC)(=O)C.CCCCCC. The product is [F:16][C:17]1[CH:22]=[C:21]([F:23])[CH:20]=[CH:19][C:18]=1[C:24]1[CH:25]=[C:26]([N:30]2[CH2:31][CH2:32][N:33]([C:8]([NH:7][C:3]3[N:2]=[N:1][CH:6]=[CH:5][CH:4]=3)=[O:15])[CH2:34][CH2:35]2)[CH:27]=[N:28][CH:29]=1. The yield is 0.220. (2) The reactants are [CH3:1][C:2]1[C:7](=O)[NH:6][C:5]([NH2:9])=[N:4][CH:3]=1.O=P(Cl)(Cl)[Cl:12]. No catalyst specified. The product is [Cl:12][C:7]1[C:2]([CH3:1])=[CH:3][N:4]=[C:5]([NH2:9])[N:6]=1. The yield is 0.290. (3) The reactants are C[O-].[Na+].[Cl:4][CH2:5][C:6]1([CH3:25])[O:10][N:9]=[C:8]([S:11][CH2:12][C:13]2[C:14]([C:21]([F:24])([F:23])[F:22])=[N:15][N:16]([CH2:19][CH3:20])[C:17]=2F)[CH2:7]1.O.[C:27](OCC)(=[O:29])C. The catalyst is CO. The product is [Cl:4][CH2:5][C:6]1([CH3:25])[O:10][N:9]=[C:8]([S:11][CH2:12][C:13]2[C:14]([C:21]([F:24])([F:23])[F:22])=[N:15][N:16]([CH2:19][CH3:20])[C:17]=2[O:29][CH3:27])[CH2:7]1. The yield is 0.591. (4) The reactants are Br[C:2]1[CH:3]=[C:4]([NH:9][S:10]([C:13]2[CH:18]=[CH:17][C:16]([F:19])=[CH:15][C:14]=2[F:20])(=[O:12])=[O:11])[C:5]([Cl:8])=[N:6][CH:7]=1.B1(B2OC(C)(C)C(C)(C)O2)OC(C)(C)C(C)(C)O1.I[C:40]1[S:44][C:43]([C:45]2[CH:46]=[C:47]3[C:51](=[CH:52][CH:53]=2)[C:50](=[O:54])[N:49]([CH3:55])[CH2:48]3)=[CH:42][CH:41]=1. No catalyst specified. The product is [F:20][C:14]1[CH:15]=[C:16]([F:19])[CH:17]=[CH:18][C:13]=1[S:10]([NH:9][C:4]1[C:5]([Cl:8])=[N:6][CH:7]=[C:2]([C:40]2[S:44][C:43]([C:45]3[CH:46]=[C:47]4[C:51](=[CH:52][CH:53]=3)[C:50](=[O:54])[N:49]([CH3:55])[CH2:48]4)=[CH:42][CH:41]=2)[CH:3]=1)(=[O:12])=[O:11]. The yield is 0.120. (5) The reactants are [H-].[Na+].[CH2:3]([OH:9])[CH2:4][CH2:5][CH2:6][CH2:7][CH3:8].Br[CH2:11][C:12]([OH:14])=[O:13]. The catalyst is C1COCC1. The product is [CH2:3]([O:9][CH2:11][C:12]([OH:14])=[O:13])[CH2:4][CH2:5][CH2:6][CH2:7][CH3:8]. The yield is 0.880. (6) The reactants are [ClH:1].C1(C(C2C=CC=CC=2)[N:9]2[CH2:12][CH:11]([N:13]3[CH:17]=[CH:16][C:15]([C:18]4[CH:23]=[CH:22][C:21]([F:24])=[CH:20][CH:19]=4)=[C:14]3[C:25]3[CH:30]=[CH:29][N:28]=[CH:27][CH:26]=3)[CH2:10]2)C=CC=CC=1. The catalyst is C(O)C.[OH-].[OH-].[Pd+2]. The product is [ClH:1].[ClH:1].[NH:9]1[CH2:10][CH:11]([N:13]2[CH:17]=[CH:16][C:15]([C:18]3[CH:19]=[CH:20][C:21]([F:24])=[CH:22][CH:23]=3)=[C:14]2[C:25]2[CH:30]=[CH:29][N:28]=[CH:27][CH:26]=2)[CH2:12]1. The yield is 0.950.